Dataset: Full USPTO retrosynthesis dataset with 1.9M reactions from patents (1976-2016). Task: Predict the reactants needed to synthesize the given product. (1) The reactants are: [CH3:1][O:2][C:3](=[O:19])[CH2:4][C:5]1[CH:10]=[CH:9][C:8]([C:11]2[CH:16]=[CH:15][CH:14]=[C:13]([CH:17]=O)[CH:12]=2)=[CH:7][CH:6]=1.C(O)(=O)C.[CH2:24]1[C:32]2[C:27](=[CH:28][CH:29]=[CH:30][CH:31]=2)[CH2:26][NH:25]1.C(O[BH-](OC(=O)C)OC(=O)C)(=O)C.[Na+]. Given the product [CH3:1][O:2][C:3](=[O:19])[CH2:4][C:5]1[CH:10]=[CH:9][C:8]([C:11]2[CH:16]=[CH:15][CH:14]=[C:13]([CH2:17][N:25]3[CH2:26][C:27]4[C:32](=[CH:31][CH:30]=[CH:29][CH:28]=4)[CH2:24]3)[CH:12]=2)=[CH:7][CH:6]=1, predict the reactants needed to synthesize it. (2) Given the product [Cl:1][C:2]1[CH:25]=[CH:24][C:23]([Cl:26])=[CH:22][C:3]=1[CH2:4][N:5]1[C:9]([C:10]([OH:12])=[O:11])=[C:8]([CH3:15])[N:7]=[C:6]1[C:16]1[CH:17]=[N:18][CH:19]=[CH:20][CH:21]=1, predict the reactants needed to synthesize it. The reactants are: [Cl:1][C:2]1[CH:25]=[CH:24][C:23]([Cl:26])=[CH:22][C:3]=1[CH2:4][N:5]1[C:9]([C:10]([O:12]CC)=[O:11])=[C:8]([CH3:15])[N:7]=[C:6]1[C:16]1[CH:17]=[N:18][CH:19]=[CH:20][CH:21]=1.[OH-].[Na+].Cl.